This data is from Forward reaction prediction with 1.9M reactions from USPTO patents (1976-2016). The task is: Predict the product of the given reaction. (1) Given the reactants [C:1]([O:5][C:6]([N:8]1[CH2:13][CH2:12][CH:11]([NH:14][C:15]2[CH:20]=[CH:19][C:18]([O:21][C:22]3[CH:27]=[CH:26][C:25]([C:28]([O:30][CH3:31])=[O:29])=[CH:24][CH:23]=3)=[CH:17][CH:16]=2)[CH2:10][CH2:9]1)=[O:7])([CH3:4])([CH3:3])[CH3:2].[F:32][C:33]1[CH:40]=[CH:39][C:38]([C:41]#[N:42])=[CH:37][C:34]=1[CH2:35]Br, predict the reaction product. The product is: [C:1]([O:5][C:6]([N:8]1[CH2:13][CH2:12][CH:11]([N:14]([CH2:35][C:34]2[CH:37]=[C:38]([C:41]#[N:42])[CH:39]=[CH:40][C:33]=2[F:32])[C:15]2[CH:20]=[CH:19][C:18]([O:21][C:22]3[CH:23]=[CH:24][C:25]([C:28]([O:30][CH3:31])=[O:29])=[CH:26][CH:27]=3)=[CH:17][CH:16]=2)[CH2:10][CH2:9]1)=[O:7])([CH3:4])([CH3:3])[CH3:2]. (2) The product is: [NH3:1].[CH2:49]([Cl:51])[Cl:50].[CH3:19][O:20][C:21]1[CH:22]=[C:23]([CH2:29][CH2:30][N:31]([CH3:32])[CH2:15][C:14]2[CH:17]=[CH:18][C:11]([O:10][CH2:9][CH2:8][CH2:7][N:1]3[CH2:6][CH2:5][CH2:4][CH2:3][CH2:2]3)=[CH:12][CH:13]=2)[CH:24]=[CH:25][C:26]=1[O:27][CH3:28]. Given the reactants [N:1]1([CH2:7][CH2:8][CH2:9][O:10][C:11]2[CH:18]=[CH:17][C:14]([CH:15]=O)=[CH:13][CH:12]=2)[CH2:6][CH2:5][CH2:4][CH2:3][CH2:2]1.[CH3:19][O:20][C:21]1[CH:22]=[C:23]([CH2:29][CH2:30][NH:31][CH3:32])[CH:24]=[CH:25][C:26]=1[O:27][CH3:28].C(O[BH-](OC(=O)C)OC(=O)C)(=O)C.[Na+].[OH-].[Na+].[CH2:49]([Cl:51])[Cl:50], predict the reaction product. (3) Given the reactants C=O.[F:3][C:4]1[CH:5]=[C:6]([NH:16][C:17]2[N:22]=[C:21]([CH2:23][CH2:24][C:25]3[CH:30]=[CH:29][CH:28]=[CH:27][C:26]=3[CH2:31][C:32]([NH2:34])=[O:33])[C:20]([C:35]([F:38])([F:37])[F:36])=[CH:19][N:18]=2)[CH:7]=[CH:8][C:9]=1[CH:10]1[CH2:15][CH2:14][NH:13][CH2:12][CH2:11]1.[C:39](O[BH-](OC(=O)C)OC(=O)C)(=O)C.[Na+], predict the reaction product. The product is: [F:3][C:4]1[CH:5]=[C:6]([NH:16][C:17]2[N:22]=[C:21]([CH2:23][CH2:24][C:25]3[CH:30]=[CH:29][CH:28]=[CH:27][C:26]=3[CH2:31][C:32]([NH2:34])=[O:33])[C:20]([C:35]([F:38])([F:36])[F:37])=[CH:19][N:18]=2)[CH:7]=[CH:8][C:9]=1[CH:10]1[CH2:11][CH2:12][N:13]([CH3:39])[CH2:14][CH2:15]1. (4) The product is: [Cl:19][C:20]1[CH:26]=[CH:25][C:23]([N:24]2[CH2:5][C:4]([C:7]3[CH:12]=[CH:11][CH:10]=[CH:9][CH:8]=3)=[C:3]([C:13]3[CH:18]=[CH:17][CH:16]=[CH:15][CH:14]=3)[CH2:2]2)=[CH:22][CH:21]=1. Given the reactants Br[CH2:2]/[C:3](/[C:13]1[CH:18]=[CH:17][CH:16]=[CH:15][CH:14]=1)=[C:4](/[C:7]1[CH:12]=[CH:11][CH:10]=[CH:9][CH:8]=1)\[CH2:5]Br.[Cl:19][C:20]1[CH:26]=[CH:25][C:23]([NH2:24])=[CH:22][CH:21]=1.O, predict the reaction product. (5) Given the reactants B(Br)(Br)Br.[Cl:5][C:6]1[C:7]([CH3:27])=[C:8]([C:16]([N:18]2[CH2:26][C:25]3[C:20](=[CH:21][CH:22]=[CH:23][CH:24]=3)[CH2:19]2)=[O:17])[C:9]([O:14]C)=[CH:10][C:11]=1[O:12]C.C([O-])([O-])=O.[Na+].[Na+].CCOC(C)=O, predict the reaction product. The product is: [Cl:5][C:6]1[C:7]([CH3:27])=[C:8]([C:16]([N:18]2[CH2:19][C:20]3[C:25](=[CH:24][CH:23]=[CH:22][CH:21]=3)[CH2:26]2)=[O:17])[C:9]([OH:14])=[CH:10][C:11]=1[OH:12]. (6) Given the reactants [BH4-].C([Na])#N.[N:5]1[CH:10]=[CH:9][CH:8]=[C:7]([C:11]2[C:12]3[CH:19]=[CH:18][C:17]([NH2:20])=[CH:16][C:13]=3[S:14][CH:15]=2)[CH:6]=1.[CH3:21][C:22]([CH3:24])=O.Cl.[OH-].[Na+], predict the reaction product. The product is: [CH:22]([NH:20][C:17]1[CH:18]=[CH:19][C:12]2[C:11]([C:7]3[CH:6]=[N:5][CH:10]=[CH:9][CH:8]=3)=[CH:15][S:14][C:13]=2[CH:16]=1)([CH3:24])[CH3:21]. (7) Given the reactants F[C:2]1[CH:16]=[CH:15][C:5]2[C:6](=[O:14])[NH:7][C:8]3[C:13]([C:4]=2[CH:3]=1)=[CH:12][CH:11]=[CH:10][N:9]=3.BrC1[CH:19]=[C:20]([CH:23]=CC=1)[CH2:21]O.C(=O)([O-])[O-:27].[K+].[K+], predict the reaction product. The product is: [C:20]([O:27][C:2]1[CH:16]=[CH:15][C:5]2[C:6](=[O:14])[NH:7][C:8]3[C:13]([C:4]=2[CH:3]=1)=[CH:12][CH:11]=[CH:10][N:9]=3)([CH3:23])([CH3:21])[CH3:19]. (8) Given the reactants [C:1]12([NH:11][C:12](=[O:27])[NH:13][CH:14]3[CH2:19][CH2:18][CH2:17][N:16](C(OC(C)(C)C)=O)[CH2:15]3)[CH2:10][CH:5]3[CH2:6][CH:7]([CH2:9][CH:3]([CH2:4]3)[CH2:2]1)[CH2:8]2.Cl.[F:29][C:30]([F:42])([F:41])[C:31]1[CH:32]=[C:33]([S:37](Cl)(=[O:39])=[O:38])[CH:34]=[CH:35][CH:36]=1.C(N(CC)CC)C, predict the reaction product. The product is: [C:1]12([NH:11][C:12]([NH:13][CH:14]3[CH2:19][CH2:18][CH2:17][N:16]([S:37]([C:33]4[CH:34]=[CH:35][CH:36]=[C:31]([C:30]([F:29])([F:41])[F:42])[CH:32]=4)(=[O:39])=[O:38])[CH2:15]3)=[O:27])[CH2:10][CH:5]3[CH2:6][CH:7]([CH2:9][CH:3]([CH2:4]3)[CH2:2]1)[CH2:8]2. (9) The product is: [NH2:1][C:2]1[C:11]2[C:6](=[CH:7][C:8]([CH2:12][NH:13][C:14]([C@@H:16]3[CH2:20][CH2:19][CH2:18][N:17]3[C:21](=[O:40])[C@H:22]([NH:36][C:37](=[O:39])[CH3:38])[CH2:23][C:24]3[CH:25]=[CH:26][CH:27]=[CH:28][CH:29]=3)=[O:15])=[CH:9][CH:10]=2)[CH:5]=[CH:4][N:3]=1. Given the reactants [NH2:1][C:2]1[C:11]2[C:6](=[CH:7][C:8]([CH2:12][NH:13][C:14]([C@@H:16]3[CH2:20][CH2:19][CH2:18][N:17]3[C:21](=[O:40])[C@H:22]([NH:36][C:37](=[O:39])[CH3:38])[CH2:23][C:24]3[CH:29]=[CH:28][C:27](C4C=CC=CC=4)=[CH:26][CH:25]=3)=[O:15])=[CH:9][CH:10]=2)[CH:5]=[CH:4][N:3]=1.N1CCC[C@H]1C(O)=O, predict the reaction product.